This data is from Drug-target binding data from BindingDB using Ki measurements. The task is: Regression. Given a target protein amino acid sequence and a drug SMILES string, predict the binding affinity score between them. We predict pKi (pKi = -log10(Ki in M); higher means stronger inhibition). Dataset: bindingdb_ki. The compound is COc1cc([C@H]2[C@H](C)[C@H](C)[C@H]2c2ccc(O)c(OC)c2)ccc1O. The target protein sequence is MPFHAEPLKPSDEIDMDLGHSVAAQKFKEIREVLEGNRYWARKVTSEEPEFMAEQVKGQAPNFLWIGCADSRVPEVTIMARKPGDVFVQRNVANQFKPEDDSSQALLNYAIMNVGVTHVMVVGHTGCGGCIAAFDQPLPTEENPGGTPLVRYLEPIIRLKHSLPEGSDVNDLIKENVKMAVKNVVNSPTIQGAWEQARKGEFREVFVHGWLYDLSTGNIVDLNVTQGPHPFVDDRVPRA. The pKi is 6.0.